This data is from NCI-60 drug combinations with 297,098 pairs across 59 cell lines. The task is: Regression. Given two drug SMILES strings and cell line genomic features, predict the synergy score measuring deviation from expected non-interaction effect. (1) Drug 1: CC12CCC3C(C1CCC2=O)CC(=C)C4=CC(=O)C=CC34C. Drug 2: CN(C(=O)NC(C=O)C(C(C(CO)O)O)O)N=O. Cell line: T-47D. Synergy scores: CSS=28.4, Synergy_ZIP=-6.74, Synergy_Bliss=-3.28, Synergy_Loewe=-2.82, Synergy_HSA=-2.77. (2) Drug 1: CCC1=CC2CC(C3=C(CN(C2)C1)C4=CC=CC=C4N3)(C5=C(C=C6C(=C5)C78CCN9C7C(C=CC9)(C(C(C8N6C)(C(=O)OC)O)OC(=O)C)CC)OC)C(=O)OC.C(C(C(=O)O)O)(C(=O)O)O. Drug 2: CN(C)N=NC1=C(NC=N1)C(=O)N. Cell line: COLO 205. Synergy scores: CSS=22.8, Synergy_ZIP=-0.788, Synergy_Bliss=-1.41, Synergy_Loewe=-19.5, Synergy_HSA=-0.725. (3) Drug 1: C1=NC2=C(N=C(N=C2N1C3C(C(C(O3)CO)O)F)Cl)N. Drug 2: CN(CCCl)CCCl.Cl. Cell line: NCIH23. Synergy scores: CSS=9.60, Synergy_ZIP=-3.51, Synergy_Bliss=-0.0503, Synergy_Loewe=-11.2, Synergy_HSA=-3.91. (4) Drug 1: CC1=C2C(C(=O)C3(C(CC4C(C3C(C(C2(C)C)(CC1OC(=O)C(C(C5=CC=CC=C5)NC(=O)OC(C)(C)C)O)O)OC(=O)C6=CC=CC=C6)(CO4)OC(=O)C)OC)C)OC. Drug 2: CC(C)CN1C=NC2=C1C3=CC=CC=C3N=C2N. Cell line: K-562. Synergy scores: CSS=45.6, Synergy_ZIP=1.72, Synergy_Bliss=0.550, Synergy_Loewe=-37.3, Synergy_HSA=-0.106. (5) Drug 1: COC1=NC(=NC2=C1N=CN2C3C(C(C(O3)CO)O)O)N. Drug 2: C1CC(=O)NC(=O)C1N2C(=O)C3=CC=CC=C3C2=O. Cell line: HOP-62. Synergy scores: CSS=22.6, Synergy_ZIP=7.02, Synergy_Bliss=4.94, Synergy_Loewe=8.53, Synergy_HSA=3.00. (6) Synergy scores: CSS=1.82, Synergy_ZIP=2.67, Synergy_Bliss=4.50, Synergy_Loewe=2.11, Synergy_HSA=1.28. Cell line: SK-MEL-2. Drug 1: CN(C)N=NC1=C(NC=N1)C(=O)N. Drug 2: CC(C)CN1C=NC2=C1C3=CC=CC=C3N=C2N. (7) Drug 1: C1CC(=O)NC(=O)C1N2CC3=C(C2=O)C=CC=C3N. Drug 2: CCC1(C2=C(COC1=O)C(=O)N3CC4=CC5=C(C=CC(=C5CN(C)C)O)N=C4C3=C2)O.Cl. Cell line: HS 578T. Synergy scores: CSS=5.70, Synergy_ZIP=-0.502, Synergy_Bliss=1.66, Synergy_Loewe=-9.42, Synergy_HSA=-0.742.